From a dataset of Peptide-MHC class II binding affinity with 134,281 pairs from IEDB. Regression. Given a peptide amino acid sequence and an MHC pseudo amino acid sequence, predict their binding affinity value. This is MHC class II binding data. (1) The peptide sequence is YDKFLANVSTVLTGA. The MHC is DRB1_1602 with pseudo-sequence DRB1_1602. The binding affinity (normalized) is 0.651. (2) The peptide sequence is WNTGHDWILADKRPT. The MHC is DRB1_0701 with pseudo-sequence DRB1_0701. The binding affinity (normalized) is 0.219.